Regression. Given two drug SMILES strings and cell line genomic features, predict the synergy score measuring deviation from expected non-interaction effect. From a dataset of NCI-60 drug combinations with 297,098 pairs across 59 cell lines. (1) Drug 1: C1C(C(OC1N2C=C(C(=O)NC2=O)F)CO)O. Drug 2: CC=C1C(=O)NC(C(=O)OC2CC(=O)NC(C(=O)NC(CSSCCC=C2)C(=O)N1)C(C)C)C(C)C. Cell line: LOX IMVI. Synergy scores: CSS=26.3, Synergy_ZIP=-5.49, Synergy_Bliss=-2.53, Synergy_Loewe=-13.0, Synergy_HSA=-3.74. (2) Drug 1: CC1C(C(CC(O1)OC2CC(CC3=C2C(=C4C(=C3O)C(=O)C5=C(C4=O)C(=CC=C5)OC)O)(C(=O)C)O)N)O.Cl. Drug 2: CC(C)(C#N)C1=CC(=CC(=C1)CN2C=NC=N2)C(C)(C)C#N. Cell line: OVCAR-8. Synergy scores: CSS=33.5, Synergy_ZIP=-7.67, Synergy_Bliss=-0.334, Synergy_Loewe=-0.710, Synergy_HSA=-0.924. (3) Drug 1: C(=O)(N)NO. Drug 2: CC(C)CN1C=NC2=C1C3=CC=CC=C3N=C2N. Cell line: K-562. Synergy scores: CSS=0.0735, Synergy_ZIP=-4.09, Synergy_Bliss=-9.07, Synergy_Loewe=-3.44, Synergy_HSA=-5.14. (4) Drug 1: CC1=CC=C(C=C1)C2=CC(=NN2C3=CC=C(C=C3)S(=O)(=O)N)C(F)(F)F. Drug 2: CCC1(CC2CC(C3=C(CCN(C2)C1)C4=CC=CC=C4N3)(C5=C(C=C6C(=C5)C78CCN9C7C(C=CC9)(C(C(C8N6C)(C(=O)OC)O)OC(=O)C)CC)OC)C(=O)OC)O.OS(=O)(=O)O. Cell line: K-562. Synergy scores: CSS=9.79, Synergy_ZIP=21.6, Synergy_Bliss=17.4, Synergy_Loewe=10.1, Synergy_HSA=9.63. (5) Drug 1: CC1=CC2C(CCC3(C2CCC3(C(=O)C)OC(=O)C)C)C4(C1=CC(=O)CC4)C. Drug 2: CCC(=C(C1=CC=CC=C1)C2=CC=C(C=C2)OCCN(C)C)C3=CC=CC=C3.C(C(=O)O)C(CC(=O)O)(C(=O)O)O. Cell line: SF-539. Synergy scores: CSS=2.58, Synergy_ZIP=0.164, Synergy_Bliss=2.21, Synergy_Loewe=2.53, Synergy_HSA=1.86. (6) Drug 1: C1=NC2=C(N=C(N=C2N1C3C(C(C(O3)CO)O)O)F)N. Drug 2: C1=CN(C=N1)CC(O)(P(=O)(O)O)P(=O)(O)O. Cell line: OVCAR-4. Synergy scores: CSS=0.141, Synergy_ZIP=-0.624, Synergy_Bliss=-0.619, Synergy_Loewe=-1.14, Synergy_HSA=-1.06. (7) Drug 1: COC1=C(C=C2C(=C1)N=CN=C2NC3=CC(=C(C=C3)F)Cl)OCCCN4CCOCC4. Drug 2: CC12CCC3C(C1CCC2OP(=O)(O)O)CCC4=C3C=CC(=C4)OC(=O)N(CCCl)CCCl.[Na+]. Cell line: NCI-H322M. Synergy scores: CSS=44.3, Synergy_ZIP=-2.50, Synergy_Bliss=-4.62, Synergy_Loewe=-23.1, Synergy_HSA=-3.83. (8) Drug 1: CC1=CC2C(CCC3(C2CCC3(C(=O)C)OC(=O)C)C)C4(C1=CC(=O)CC4)C. Drug 2: CN1C2=C(C=C(C=C2)N(CCCl)CCCl)N=C1CCCC(=O)O.Cl. Cell line: NCI-H226. Synergy scores: CSS=-4.85, Synergy_ZIP=1.84, Synergy_Bliss=-1.29, Synergy_Loewe=-7.69, Synergy_HSA=-6.97. (9) Drug 1: CCC1(CC2CC(C3=C(CCN(C2)C1)C4=CC=CC=C4N3)(C5=C(C=C6C(=C5)C78CCN9C7C(C=CC9)(C(C(C8N6C=O)(C(=O)OC)O)OC(=O)C)CC)OC)C(=O)OC)O.OS(=O)(=O)O. Drug 2: C1CN(P(=O)(OC1)NCCCl)CCCl. Cell line: BT-549. Synergy scores: CSS=12.3, Synergy_ZIP=-9.16, Synergy_Bliss=-7.75, Synergy_Loewe=-37.3, Synergy_HSA=-10.4.